This data is from Peptide-MHC class II binding affinity with 134,281 pairs from IEDB. The task is: Regression. Given a peptide amino acid sequence and an MHC pseudo amino acid sequence, predict their binding affinity value. This is MHC class II binding data. (1) The peptide sequence is YEDAKSPLTASKLTY. The MHC is HLA-DPA10201-DPB11401 with pseudo-sequence HLA-DPA10201-DPB11401. The binding affinity (normalized) is 0.332. (2) The peptide sequence is DGLVRDANNYEQQEQ. The MHC is DRB1_1302 with pseudo-sequence DRB1_1302. The binding affinity (normalized) is 0.181. (3) The peptide sequence is ASPMLYQLLEAVYGN. The MHC is DRB1_0802 with pseudo-sequence DRB1_0802. The binding affinity (normalized) is 0.465. (4) The peptide sequence is PCRAGFETNVSHNVQ. The MHC is DRB3_0202 with pseudo-sequence DRB3_0202. The binding affinity (normalized) is 0.832.